This data is from Reaction yield outcomes from USPTO patents with 853,638 reactions. The task is: Predict the reaction yield, written as a fraction of the theoretical maximum amount of product (1.0 means a 100% yield; for example, 0.34 means a 34% yield). (1) The reactants are C(OC(=O)[NH:7][C:8]1[N:13]=[CH:12][C:11]([C:14](=[O:44])[NH:15][C:16]2[N:25]3[CH2:26][CH2:27][N:28]=[C:24]3[C:23]3[CH:22]=[CH:21][C:20]([O:29][CH2:30][CH2:31][CH2:32][S:33]([N:36]4[CH2:41][CH2:40][O:39][CH2:38][CH2:37]4)(=[O:35])=[O:34])=[C:19]([O:42][CH3:43])[C:18]=3[N:17]=2)=[CH:10][N:9]=1)(C)(C)C.C(O)(C(F)(F)F)=O. The catalyst is C(Cl)Cl.CCN(CC)CC. The product is [NH2:7][C:8]1[N:13]=[CH:12][C:11]([C:14]([NH:15][C:16]2[N:25]3[CH2:26][CH2:27][N:28]=[C:24]3[C:23]3[CH:22]=[CH:21][C:20]([O:29][CH2:30][CH2:31][CH2:32][S:33]([N:36]4[CH2:37][CH2:38][O:39][CH2:40][CH2:41]4)(=[O:35])=[O:34])=[C:19]([O:42][CH3:43])[C:18]=3[N:17]=2)=[O:44])=[CH:10][N:9]=1. The yield is 0.920. (2) The reactants are Cl.C(N=C=NCCCN(C)C)C.[CH:13]1[CH:14]=[CH:15][C:16]([NH:23][C:24]2[C:25]([Cl:31])=[CH:26][CH:27]=[CH:28][C:29]=2[Cl:30])=[C:17]([CH2:19][C:20]([OH:22])=[O:21])[CH:18]=1.[N:32]1([CH2:41][CH2:42]O)[C:36]2[CH:37]=[CH:38][CH:39]=[CH:40][C:35]=2[N:34]=[CH:33]1. The catalyst is CN(C)C1C=CN=CC=1.O1CCCC1. The product is [Cl:31][C:25]1[CH:26]=[CH:27][CH:28]=[C:29]([Cl:30])[C:24]=1[NH:23][C:16]1[CH:15]=[CH:14][CH:13]=[CH:18][C:17]=1[CH2:19][C:20]([O:22][CH2:42][CH2:41][N:32]1[C:36]2[CH:37]=[CH:38][CH:39]=[CH:40][C:35]=2[N:34]=[CH:33]1)=[O:21]. The yield is 0.570. (3) The reactants are [CH3:1][O:2][CH2:3][CH2:4][O:5][C:6]1[CH:7]=[C:8]2[C:12](=[C:13]([N:15]([CH3:25])[S:16]([C:19]3[CH:24]=[CH:23][CH:22]=[CH:21][N:20]=3)(=[O:18])=[O:17])[CH:14]=1)[NH:11][C:10]([C:26]1[S:27][CH:28]([CH2:31][C:32](O)=[O:33])[CH2:29][N:30]=1)=[CH:9]2.N1(O)C2C=CC=CC=2N=N1.Cl.CN(C)CCCN=C=NCC.[CH3:57][NH:58][CH2:59][CH2:60][OH:61]. The catalyst is O.CN(C)C=O. The product is [OH:61][CH2:60][CH2:59][N:58]([CH3:57])[C:32](=[O:33])[CH2:31][CH:28]1[S:27][C:26]([C:10]2[NH:11][C:12]3[C:8]([CH:9]=2)=[CH:7][C:6]([O:5][CH2:4][CH2:3][O:2][CH3:1])=[CH:14][C:13]=3[N:15]([CH3:25])[S:16]([C:19]2[CH:24]=[CH:23][CH:22]=[CH:21][N:20]=2)(=[O:17])=[O:18])=[N:30][CH2:29]1. The yield is 0.500.